From a dataset of Forward reaction prediction with 1.9M reactions from USPTO patents (1976-2016). Predict the product of the given reaction. (1) Given the reactants C(OC([NH:8][CH2:9][CH2:10][CH2:11][NH:12][C:13]([CH2:15][O:16][C:17]1[CH:18]=[C:19]([CH:40]=[CH:41][CH:42]=1)[CH2:20][NH:21][C:22]1[N:26]([C@@H:27]2[O:33][C@H:32]([CH2:34][OH:35])[C@@H:30]([OH:31])[C@H:28]2[OH:29])[C:25]2[CH:36]=[CH:37][CH:38]=[CH:39][C:24]=2[N:23]=1)=[O:14])=O)(C)(C)C, predict the reaction product. The product is: [NH2:8][CH2:9][CH2:10][CH2:11][NH:12][C:13]([CH2:15][O:16][C:17]1[CH:18]=[C:19]([CH:40]=[CH:41][CH:42]=1)[CH2:20][NH:21][C:22]1[N:26]([C@@H:27]2[O:33][C@H:32]([CH2:34][OH:35])[C@@H:30]([OH:31])[C@H:28]2[OH:29])[C:25]2[CH:36]=[CH:37][CH:38]=[CH:39][C:24]=2[N:23]=1)=[O:14]. (2) The product is: [Br:1][C:2]1[S:6][CH:5]=[C:4]([C:7]([NH:12][CH2:10][CH3:11])=[O:9])[CH:3]=1. Given the reactants [Br:1][C:2]1[S:6][CH:5]=[C:4]([C:7]([OH:9])=O)[CH:3]=1.[CH2:10]([NH2:12])[CH3:11], predict the reaction product. (3) The product is: [NH2:24][C:6]1[CH:5]=[C:4]([CH:1]2[CH2:3][CH2:2]2)[CH:23]=[CH:22][C:7]=1[NH:8][C:9]1[CH:14]=[CH:13][CH:12]=[C:11]([C:15]2[CH:16]=[CH:17][C:18]([F:21])=[N:19][CH:20]=2)[CH:10]=1. Given the reactants [CH:1]1([C:4]2[CH:23]=[CH:22][C:7]([NH:8][C:9]3[CH:14]=[CH:13][CH:12]=[C:11]([C:15]4[CH:16]=[CH:17][C:18]([F:21])=[N:19][CH:20]=4)[CH:10]=3)=[C:6]([N+:24]([O-])=O)[CH:5]=2)[CH2:3][CH2:2]1, predict the reaction product. (4) Given the reactants FC(F)(F)C([N:5]1[CH2:11][CH2:10][C:9]2[CH:12]=[C:13]([CH2:17][C:18]3[CH:23]=[CH:22][CH:21]=[CH:20][CH:19]=3)[C:14]([Cl:16])=[CH:15][C:8]=2[C@H:7]([CH3:24])[CH2:6]1)=O.[OH-].[Na+], predict the reaction product. The product is: [ClH:16].[CH2:17]([C:13]1[C:14]([Cl:16])=[CH:15][C:8]2[C@H:7]([CH3:24])[CH2:6][NH:5][CH2:11][CH2:10][C:9]=2[CH:12]=1)[C:18]1[CH:19]=[CH:20][CH:21]=[CH:22][CH:23]=1. (5) Given the reactants [Cl:1][C:2]1[CH:3]=[C:4]([C:9]2([C:21]([F:24])([F:23])[F:22])[O:13][N:12]=[C:11]([C:14]3[CH:15]=[C:16]([NH2:20])[CH:17]=[CH:18][CH:19]=3)[CH2:10]2)[CH:5]=[C:6]([Cl:8])[CH:7]=1.N1C=CC=CC=1.[C:31](Cl)(=[O:36])[CH2:32][CH2:33][CH2:34][CH3:35].C(=O)([O-])O.[Na+], predict the reaction product. The product is: [Cl:1][C:2]1[CH:3]=[C:4]([C:9]2([C:21]([F:22])([F:24])[F:23])[O:13][N:12]=[C:11]([C:14]3[CH:15]=[C:16]([NH:20][C:31](=[O:36])[CH2:32][CH2:33][CH2:34][CH3:35])[CH:17]=[CH:18][CH:19]=3)[CH2:10]2)[CH:5]=[C:6]([Cl:8])[CH:7]=1. (6) Given the reactants [F:1][C:2]([F:40])([F:39])[C:3]1[CH:4]=[C:5]([C@H:13]2[O:17][C:16](=[O:18])[N:15]([CH2:19][C:20]3[CH:25]=[C:24]([C:26]([F:29])([F:28])[F:27])[CH:23]=[CH:22][C:21]=3[C:30]3[CH:35]=[CH:34][CH:33]=[CH:32][C:31]=3[O:36][CH3:37])[C@H:14]2[CH3:38])[CH:6]=[C:7]([C:9]([F:12])([F:11])[F:10])[CH:8]=1.[N+:41]([O-])([OH:43])=[O:42], predict the reaction product. The product is: [F:40][C:2]([F:1])([F:39])[C:3]1[CH:4]=[C:5]([C@H:13]2[O:17][C:16](=[O:18])[N:15]([CH2:19][C:20]3[CH:25]=[C:24]([C:26]([F:28])([F:29])[F:27])[CH:23]=[CH:22][C:21]=3[C:30]3[CH:35]=[C:34]([N+:41]([O-:43])=[O:42])[CH:33]=[CH:32][C:31]=3[O:36][CH3:37])[C@H:14]2[CH3:38])[CH:6]=[C:7]([C:9]([F:11])([F:10])[F:12])[CH:8]=1. (7) Given the reactants [CH2:1]([O:8][C:9]([NH:11][C:12]1[C:13]([C:30](O)=[O:31])=[N:14][C:15]2[C:20]([CH:21]=1)=[CH:19][CH:18]=[C:17]([N:22]1[CH2:27][CH2:26][N:25]([CH3:28])[C:24](=[O:29])[CH2:23]1)[CH:16]=2)=[O:10])[C:2]1[CH:7]=[CH:6][CH:5]=[CH:4][CH:3]=1.[NH2:33][C:34]1[CH:35]=[N:36][CH:37]=[CH:38][C:39]=1[N:40]1[CH2:45][C@H:44]([CH3:46])[CH2:43][C@H:42]([NH:47][C:48](=[O:54])[O:49][C:50]([CH3:53])([CH3:52])[CH3:51])[CH2:41]1.CN(C(ON1N=NC2C=CC=NC1=2)=[N+](C)C)C.F[P-](F)(F)(F)(F)F.CCN(C(C)C)C(C)C, predict the reaction product. The product is: [CH2:1]([O:8][C:9](=[O:10])[NH:11][C:12]1[C:13]([C:30]([NH:33][C:34]2[CH:35]=[N:36][CH:37]=[CH:38][C:39]=2[N:40]2[CH2:45][C@H:44]([CH3:46])[CH2:43][C@H:42]([NH:47][C:48]([O:49][C:50]([CH3:51])([CH3:53])[CH3:52])=[O:54])[CH2:41]2)=[O:31])=[N:14][C:15]2[C:20]([CH:21]=1)=[CH:19][CH:18]=[C:17]([N:22]1[CH2:27][CH2:26][N:25]([CH3:28])[C:24](=[O:29])[CH2:23]1)[CH:16]=2)[C:2]1[CH:7]=[CH:6][CH:5]=[CH:4][CH:3]=1.